Dataset: Forward reaction prediction with 1.9M reactions from USPTO patents (1976-2016). Task: Predict the product of the given reaction. (1) Given the reactants [F:1][CH:2]([F:39])[C:3]1[CH:7]=[C:6]([CH:8]([F:10])[F:9])[N:5]([CH2:11][C:12]([N:14]2[CH2:19][CH2:18][CH:17]([C:20]3[S:21][CH:22]=[C:23]([C:25]4[CH2:29][CH:28]([C:30]([F:38])([F:37])[C:31]5[CH:36]=[CH:35][CH:34]=[CH:33][CH:32]=5)[O:27][N:26]=4)[N:24]=3)[CH2:16][CH2:15]2)=O)[N:4]=1.COC1C=CC(P2(=S)SP(=S)(C3C=CC(OC)=CC=3)[S:49]2)=CC=1.O, predict the reaction product. The product is: [F:1][CH:2]([F:39])[C:3]1[CH:7]=[C:6]([CH:8]([F:10])[F:9])[N:5]([CH2:11][C:12]([N:14]2[CH2:19][CH2:18][CH:17]([C:20]3[S:21][CH:22]=[C:23]([C:25]4[CH2:29][CH:28]([C:30]([F:38])([F:37])[C:31]5[CH:36]=[CH:35][CH:34]=[CH:33][CH:32]=5)[O:27][N:26]=4)[N:24]=3)[CH2:16][CH2:15]2)=[S:49])[N:4]=1. (2) The product is: [CH:1]1([N:6]2[C:14](=[N:22][C:21]3[CH:23]=[CH:24][C:25]([N+:27]([O-:29])=[O:28])=[CH:26][C:20]=3[CH3:19])[CH:13]3[CH2:16][CH:9]4[CH2:10][CH:11]([CH2:17][CH:7]2[CH2:8]4)[CH2:12]3)[CH2:5][CH2:4][CH2:3][CH2:2]1. Given the reactants [CH:1]1([N:6]2[C:14](=O)[CH:13]3[CH2:16][CH:9]4[CH2:10][CH:11]([CH2:17][CH:7]2[CH2:8]4)[CH2:12]3)[CH2:5][CH2:4][CH2:3][CH2:2]1.[P].[CH3:19][C:20]1[CH:26]=[C:25]([N+:27]([O-:29])=[O:28])[CH:24]=[CH:23][C:21]=1[NH2:22], predict the reaction product. (3) Given the reactants [C:1]1([S:7]([N:10]=[C:11]2[CH:16]=[CH:15][C:14](=[N:17][S:18]([C:21]3[CH:26]=[CH:25][CH:24]=[CH:23][CH:22]=3)(=[O:20])=[O:19])[CH:13]=[CH:12]2)(=[O:9])=[O:8])[CH:6]=[CH:5][CH:4]=[CH:3][CH:2]=1.Cl[NH:28][S:29]([C:32]1[CH:37]=[CH:36][CH:35]=[CH:34][CH:33]=1)(=[O:31])=[O:30].[Na], predict the reaction product. The product is: [C:1]1([S:7]([NH:10][C:11]2[C:12](=[N:10][S:7]([C:1]3[CH:6]=[CH:5][CH:4]=[CH:3][CH:2]=3)(=[O:9])=[O:8])[CH:13]=[C:14]([NH:17][S:18]([C:21]3[CH:22]=[CH:23][CH:24]=[CH:25][CH:26]=3)(=[O:20])=[O:19])[C:15](=[N:28][S:29]([C:32]3[CH:37]=[CH:36][CH:35]=[CH:34][CH:33]=3)(=[O:31])=[O:30])[CH:16]=2)(=[O:8])=[O:9])[CH:2]=[CH:3][CH:4]=[CH:5][CH:6]=1. (4) Given the reactants [CH3:1][C:2]([CH3:33])([O:4][C:5](=[O:32])[NH:6][O:7][CH2:8][C:9](=[O:31])[NH:10][CH2:11][CH2:12][O:13][CH2:14][CH2:15][O:16][CH2:17][C:18](=[O:30])[NH:19][CH2:20][CH2:21][O:22][CH2:23][CH2:24][O:25][CH2:26][C:27]([OH:29])=O)[CH3:3].C1C=NC2N(O)N=NC=2C=1.CC(C)N=C=NC(C)C.[NH2:53][CH2:54][CH2:55][N:56]1[C:60](=[O:61])[CH:59]=[CH:58][C:57]1=[O:62].CCN(C(C)C)C(C)C, predict the reaction product. The product is: [O:62]=[C:57]1[CH:58]=[CH:59][C:60](=[O:61])[N:56]1[CH2:55][CH2:54][NH:53][C:27](=[O:29])[CH2:26][O:25][CH2:24][CH2:23][O:22][CH2:21][CH2:20][NH:19][C:18](=[O:30])[CH2:17][O:16][CH2:15][CH2:14][O:13][CH2:12][CH2:11][NH:10][C:9](=[O:31])[CH2:8][O:7][NH:6][C:5](=[O:32])[O:4][C:2]([CH3:1])([CH3:3])[CH3:33]. (5) Given the reactants [C:1]([C:3]1[CH:8]=[CH:7][C:6]([C@@H:9]([NH:13][C:14]([C:16]2([NH:31]C(=O)OC(C)(C)C)[CH2:21][CH2:20][N:19]([C:22]3[C:23]4[CH:30]=[CH:29][NH:28][C:24]=4[N:25]=[CH:26][N:27]=3)[CH2:18][CH2:17]2)=[O:15])[CH2:10][CH2:11][OH:12])=[CH:5][CH:4]=1)#[N:2].Cl, predict the reaction product. The product is: [NH2:31][C:16]1([C:14]([NH:13][C@H:9]([C:6]2[CH:5]=[CH:4][C:3]([C:1]#[N:2])=[CH:8][CH:7]=2)[CH2:10][CH2:11][OH:12])=[O:15])[CH2:17][CH2:18][N:19]([C:22]2[C:23]3[CH:30]=[CH:29][NH:28][C:24]=3[N:25]=[CH:26][N:27]=2)[CH2:20][CH2:21]1. (6) Given the reactants [CH3:1][C:2]1[CH:10]=[C:9]([CH3:11])[CH:8]=[C:7]([CH3:12])[C:3]=1[C:4]([OH:6])=[O:5].C(=O)([O-])[O-].[K+].[K+].[CH2:19](Br)[CH:20]=[CH2:21].O, predict the reaction product. The product is: [CH3:1][C:2]1[CH:10]=[C:9]([CH3:11])[CH:8]=[C:7]([CH3:12])[C:3]=1[C:4]([O:6][CH2:21][CH:20]=[CH2:19])=[O:5]. (7) Given the reactants [C:1]([C:3]1[CH:4]=[C:5]([B:9]2[O:13][CH2:12][CH2:11]O2)[CH:6]=[CH:7][CH:8]=1)#[N:2].Br[C:15]1[CH:20]=[CH:19]C=[CH:17][C:16]=1COCOC, predict the reaction product. The product is: [B:9]1([C:5]2[CH:4]=[C:3]([CH:8]=[CH:7][CH:6]=2)[C:1]#[N:2])[C:17]2[CH:16]=[CH:15][CH:20]=[CH:19][C:11]=2[CH2:12][O:13]1.